From a dataset of Full USPTO retrosynthesis dataset with 1.9M reactions from patents (1976-2016). Predict the reactants needed to synthesize the given product. (1) Given the product [Br:1][C:2]1[C:11]([CH2:12][OH:13])=[C:10]2[C:5]([NH:6][C:7]([CH3:16])([CH3:15])[C:8](=[O:14])[N:9]2[CH3:19])=[CH:4][CH:3]=1, predict the reactants needed to synthesize it. The reactants are: [Br:1][C:2]1[C:11]([CH2:12][OH:13])=[C:10]2[C:5]([NH:6][C:7]([CH3:16])([CH3:15])[C:8](=[O:14])[NH:9]2)=[CH:4][CH:3]=1.CI.[C:19](=O)([O-])[O-].C(OCC)(=O)C. (2) Given the product [Si:5]([O:6][C:7]1([C:11]2[S:12][C:13]([C:16]3[CH:17]=[C:18]([N:25]([C:26]4[N:31]=[C:30]([C:32]([F:33])([F:34])[F:35])[CH:29]=[CH:28][N:27]=4)[C:50](=[O:51])[O:49][C:46]([CH3:48])([CH3:47])[CH3:45])[CH:19]=[C:20]([N+:22]([O-:24])=[O:23])[CH:21]=3)=[CH:14][N:15]=2)[CH2:10][CH2:9][CH2:8]1)([C:1]([CH3:4])([CH3:3])[CH3:2])([CH3:37])[CH3:36], predict the reactants needed to synthesize it. The reactants are: [C:1]([Si:5]([CH3:37])([CH3:36])[O:6][C:7]1([C:11]2[S:12][C:13]([C:16]3[CH:17]=[C:18]([NH:25][C:26]4[N:31]=[C:30]([C:32]([F:35])([F:34])[F:33])[CH:29]=[CH:28][N:27]=4)[CH:19]=[C:20]([N+:22]([O-:24])=[O:23])[CH:21]=3)=[CH:14][N:15]=2)[CH2:10][CH2:9][CH2:8]1)([CH3:4])([CH3:3])[CH3:2].C(N(CC)CC)C.[CH3:45][C:46]([O:49][C:50](O[C:50]([O:49][C:46]([CH3:48])([CH3:47])[CH3:45])=[O:51])=[O:51])([CH3:48])[CH3:47].